From a dataset of Reaction yield outcomes from USPTO patents with 853,638 reactions. Predict the reaction yield, written as a fraction of the theoretical maximum amount of product (1.0 means a 100% yield; for example, 0.34 means a 34% yield). (1) The reactants are B(F)(F)F.CCOCC.[CH3:10][N:11]([CH3:43])[C:12]([C:14]1[C:15]2[CH2:16][CH2:17][C@@H:18]([C:36]3[CH:41]=[CH:40][CH:39]=[CH:38][C:37]=3[CH3:42])[O:19][C:20]=2[C:21]2[N:25]=[C:24]([CH3:26])[N:23](COCC[Si](C)(C)C)[C:22]=2[CH:35]=1)=[O:13]. The catalyst is ClCCl. The product is [CH3:43][N:11]([CH3:10])[C:12]([C:14]1[C:15]2[CH2:16][CH2:17][C@@H:18]([C:36]3[CH:41]=[CH:40][CH:39]=[CH:38][C:37]=3[CH3:42])[O:19][C:20]=2[C:21]2[N:25]=[C:24]([CH3:26])[NH:23][C:22]=2[CH:35]=1)=[O:13]. The yield is 1.00. (2) The reactants are [CH3:1][O:2][C:3]1[CH:8]=[CH:7][C:6]([NH2:9])=[CH:5][CH:4]=1.CCN(CC)CC.[Cl:17][CH2:18][CH2:19][C:20](Cl)=[O:21]. The catalyst is C(C(C)=O)C. The product is [CH3:1][O:2][C:3]1[CH:8]=[CH:7][C:6]([NH:9][C:20](=[O:21])[CH2:19][CH2:18][Cl:17])=[CH:5][CH:4]=1. The yield is 0.868. (3) The reactants are [CH3:1][O:2][CH2:3][C:4]1[C:8]([C:9]([O:11][CH3:12])=[O:10])=[CH:7][NH:6][N:5]=1.Cl[C:14]1[CH:19]=[CH:18][C:17]([C:20]([F:23])([F:22])[F:21])=[CH:16][N:15]=1. No catalyst specified. The product is [CH3:1][O:2][CH2:3][C:4]1[C:8]([C:9]([O:11][CH3:12])=[O:10])=[CH:7][N:6]([C:14]2[CH:19]=[CH:18][C:17]([C:20]([F:23])([F:22])[F:21])=[CH:16][N:15]=2)[N:5]=1. The yield is 0.380.